This data is from Full USPTO retrosynthesis dataset with 1.9M reactions from patents (1976-2016). The task is: Predict the reactants needed to synthesize the given product. (1) Given the product [O:33]=[C:12]1[C:11]2([C:3]3=[CH:4][C:5]4[O:9][CH2:8][O:7][C:6]=4[CH:10]=[C:2]3[O:35][CH2:34]2)[C:19]2[C:14](=[CH:15][CH:16]=[CH:17][CH:18]=2)[N:13]1[CH2:20][CH2:21][N:22]1[C:30](=[O:31])[C:29]2[C:24](=[CH:25][CH:26]=[CH:27][CH:28]=2)[C:23]1=[O:32], predict the reactants needed to synthesize it. The reactants are: O[C:2]1[C:3]([C:11]2([CH2:34][OH:35])[C:19]3[C:14](=[CH:15][CH:16]=[CH:17][CH:18]=3)[N:13]([CH2:20][CH2:21][N:22]3[C:30](=[O:31])[C:29]4[C:24](=[CH:25][CH:26]=[CH:27][CH:28]=4)[C:23]3=[O:32])[C:12]2=[O:33])=[CH:4][C:5]2[O:9][CH2:8][O:7][C:6]=2[CH:10]=1.C1(CCN2C3C(=CC=CC=3)C(C3C(O)=CC4OCOC=4C=3)(CO)C2=O)CC1. (2) Given the product [CH:40]([C:36]1[CH:37]=[CH:38][CH:39]=[C:33]([CH:30]([CH3:32])[CH3:31])[C:34]=1/[N:35]=[CH:1]/[C:3]1[N:8]=[C:7]([C:9]2[CH:29]=[CH:28][CH:27]=[CH:26][C:10]=2[CH2:11][N:12]([C:20]2[CH:21]=[CH:22][CH:23]=[CH:24][CH:25]=2)[C:13](=[O:19])[O:14][C:15]([CH3:17])([CH3:16])[CH3:18])[CH:6]=[CH:5][CH:4]=1)([CH3:42])[CH3:41], predict the reactants needed to synthesize it. The reactants are: [CH:1]([C:3]1[N:8]=[C:7]([C:9]2[CH:29]=[CH:28][CH:27]=[CH:26][C:10]=2[CH2:11][N:12]([C:20]2[CH:25]=[CH:24][CH:23]=[CH:22][CH:21]=2)[C:13](=[O:19])[O:14][C:15]([CH3:18])([CH3:17])[CH3:16])[CH:6]=[CH:5][CH:4]=1)=O.[CH:30]([C:33]1[CH:39]=[CH:38][CH:37]=[C:36]([CH:40]([CH3:42])[CH3:41])[C:34]=1[NH2:35])([CH3:32])[CH3:31].O.C1(C)C=CC(S(O)(=O)=O)=CC=1.[BH3-]C#N.[Na+].FC(F)(F)C(O)=O.[OH-].[Na+]. (3) Given the product [CH3:31][O:28][C:27]([C:10]1[C:9]([O:8][CH2:1][C:2]2[CH:3]=[CH:4][CH:5]=[CH:6][CH:7]=2)=[C:14]([OH:15])[C:13]([C:16](=[O:26])[NH:17][CH2:18][C:19]2[CH:20]=[CH:21][C:22]([F:25])=[CH:23][CH:24]=2)=[CH:12][N:11]=1)=[O:29], predict the reactants needed to synthesize it. The reactants are: [CH2:1]([O:8][C:9]1[C:10]([C:27]([OH:29])=[O:28])=[N:11][CH:12]=[C:13]([C:16](=[O:26])[NH:17][CH2:18][C:19]2[CH:24]=[CH:23][C:22]([F:25])=[CH:21][CH:20]=2)[C:14]=1[OH:15])[C:2]1[CH:7]=[CH:6][CH:5]=[CH:4][CH:3]=1.Cl.[CH3:31]N(C)CCCN=C=NCC.ON1C2C=CC=CC=2N=N1.C(N(CC)CC)C. (4) Given the product [Br:15][C:6]1[CH:7]=[CH:8][N:9]=[C:10]2[C:5]=1[N:4]=[C:3]([O:2][CH3:1])[CH:12]=[CH:11]2, predict the reactants needed to synthesize it. The reactants are: [CH3:1][O:2][C:3]1[N:4]=[C:5]2[C:10](=[CH:11][CH:12]=1)[N:9]=[CH:8][CH:7]=[C:6]2O.P(Br)(Br)[Br:15].O.C([O-])([O-])=O.[Na+].[Na+]. (5) Given the product [C:1]([O:5][C:6](=[O:19])[NH:7][C@H:8]([CH2:9][C:10]1[CH:15]=[CH:14][CH:13]=[CH:12][CH:11]=1)[C@@H:16]([OH:17])[CH2:18][N:20]1[CH:24]=[CH:23][CH:22]=[N:21]1)([CH3:4])([CH3:3])[CH3:2], predict the reactants needed to synthesize it. The reactants are: [C:1]([O:5][C:6](=[O:19])[NH:7][C@@H:8]([C@@H:16]1[CH2:18][O:17]1)[CH2:9][C:10]1[CH:15]=[CH:14][CH:13]=[CH:12][CH:11]=1)([CH3:4])([CH3:3])[CH3:2].[NH:20]1[CH:24]=[CH:23][CH:22]=[N:21]1. (6) Given the product [CH3:28][C:25]1([CH3:29])[CH2:26][O:27][C:31](=[O:33])[N:24]1[C:21]1[S:22][CH:23]=[C:19]([C:16]2[CH:15]=[CH:14][C:13]([N+:10]([O-:12])=[O:11])=[CH:18][CH:17]=2)[N:20]=1, predict the reactants needed to synthesize it. The reactants are: C(N(CC)C(C)C)(C)C.[N+:10]([C:13]1[CH:18]=[CH:17][C:16]([C:19]2[N:20]=[C:21]([NH:24][C:25]([CH3:29])([CH3:28])[CH2:26][OH:27])[S:22][CH:23]=2)=[CH:15][CH:14]=1)([O-:12])=[O:11].Cl[C:31](Cl)([O:33]C(=O)OC(Cl)(Cl)Cl)Cl.CCCCCC. (7) Given the product [CH3:3][O:24][CH2:23][C:19]1[CH:20]=[N:21][CH:22]=[C:17]([C:16]#[C:15][C:13]2[N:14]=[C:10]([CH3:9])[S:11][CH:12]=2)[CH:18]=1, predict the reactants needed to synthesize it. The reactants are: [H-].[Na+].[CH3:3]CCCCC.[CH3:9][C:10]1[S:11][CH:12]=[C:13]([C:15]#[C:16][C:17]2[CH:18]=[C:19]([CH2:23][OH:24])[CH:20]=[N:21][CH:22]=2)[N:14]=1.